From a dataset of Reaction yield outcomes from USPTO patents with 853,638 reactions. Predict the reaction yield, written as a fraction of the theoretical maximum amount of product (1.0 means a 100% yield; for example, 0.34 means a 34% yield). (1) The reactants are Br[C:2]1[CH:3]=[C:4]([CH:10]=[CH:11][C:12]=1[C:13]#[N:14])[C:5]([O:7][CH2:8][CH3:9])=[O:6].CC([N:19]([C@H:23]1[CH2:28][CH2:27][C@H:26]([NH2:29])[CH2:25][CH2:24]1)[C:20](=[O:22])[O-:21])(C)C.[CH3:30][C:31]1(C)[C:57]2C(=C(P(C3C=CC=CC=3)C3C=CC=CC=3)C=CC=2)OC2C(P(C3C=CC=CC=3)C3C=CC=CC=3)=CC=C[C:32]1=2.C(=O)([O-])[O-].[Cs+].[Cs+]. The catalyst is O1CCOCC1.C1C=CC(/C=C/C(/C=C/C2C=CC=CC=2)=O)=CC=1.C1C=CC(/C=C/C(/C=C/C2C=CC=CC=2)=O)=CC=1.C1C=CC(/C=C/C(/C=C/C2C=CC=CC=2)=O)=CC=1.[Pd].[Pd].C(OCC)(=O)C. The product is [C:13]([C:12]1[CH:11]=[CH:10][C:4]([C:5]([O:7][CH2:8][CH3:9])=[O:6])=[CH:3][C:2]=1[NH:29][C@H:26]1[CH2:25][CH2:24][C@H:23]([NH:19][C:20]([O:21][C:31]([CH3:57])([CH3:32])[CH3:30])=[O:22])[CH2:28][CH2:27]1)#[N:14]. The yield is 0.300. (2) The reactants are Br[CH:2]([C:7]1[CH:12]=[CH:11][C:10]([O:13][CH3:14])=[CH:9][CH:8]=1)[C:3]([O:5][CH3:6])=[O:4].CCN(C(C)C)C(C)C.[NH2:24][C:25]1[CH:30]=[CH:29][CH:28]=[CH:27][CH:26]=1. The catalyst is C(#N)C. The product is [CH3:6][O:5][C:3](=[O:4])[CH:2]([C:7]1[CH:12]=[CH:11][C:10]([O:13][CH3:14])=[CH:9][CH:8]=1)[NH:24][C:25]1[CH:30]=[CH:29][CH:28]=[CH:27][CH:26]=1. The yield is 0.650. (3) The reactants are [F:1][C:2]([F:43])([F:42])[C:3]1[CH:4]=[C:5]([CH:39]=[CH:40][CH:41]=1)[CH2:6][NH:7][C:8](=[O:38])[C:9]1[CH:14]=[CH:13][N:12]=[C:11]([C:15]2[CH:20]=[C:19]([N:21]3[CH2:26][CH2:25][CH2:24][CH2:23][CH2:22]3)[CH:18]=[CH:17][C:16]=2[NH:27][C:28](=[O:37])[C:29]2[CH:34]=[CH:33][CH:32]=[C:31]([CH2:35]Br)[CH:30]=2)[CH:10]=1.[CH3:44][O:45][CH2:46][CH2:47][NH:48][C:49](=[O:54])[CH2:50][CH2:51][NH:52][CH3:53].C(=O)([O-])[O-].[K+].[K+].[I-].[K+]. The catalyst is CN(C)C=O.C(OCC)(=O)C. The product is [CH3:44][O:45][CH2:46][CH2:47][NH:48][C:49](=[O:54])[CH2:50][CH2:51][N:52]([CH2:35][C:31]1[CH:30]=[C:29]([CH:34]=[CH:33][CH:32]=1)[C:28]([NH:27][C:16]1[CH:17]=[CH:18][C:19]([N:21]2[CH2:26][CH2:25][CH2:24][CH2:23][CH2:22]2)=[CH:20][C:15]=1[C:11]1[CH:10]=[C:9]([CH:14]=[CH:13][N:12]=1)[C:8]([NH:7][CH2:6][C:5]1[CH:39]=[CH:40][CH:41]=[C:3]([C:2]([F:43])([F:42])[F:1])[CH:4]=1)=[O:38])=[O:37])[CH3:53]. The yield is 0.230. (4) The reactants are [CH:1]1([CH:7]([NH:18][C:19]2[CH:27]=[CH:26][C:22](C(O)=O)=[CH:21][CH:20]=2)[C:8]2[S:16][C:15]3[C:10](=N[CH:12]=[CH:13][CH:14]=3)[C:9]=2[CH3:17])[CH2:6][CH2:5][CH2:4][CH2:3][CH2:2]1.[CH3:28][NH:29][CH2:30][CH2:31][C:32]([O:34][CH2:35][CH3:36])=[O:33].[OH2:37].ON1C2C=CC=C[C:42]=2N=N1.Cl.C(N=C=NCCCN(C)C)C.[Cl-].[NH4+:61]. The catalyst is CN(C)C=O.C(N(CC)CC)C. The product is [CH:1]1([CH:7]([NH:18][C:19]2[CH:27]=[CH:26][C:22]([C:28]([N:29]([CH3:42])[CH2:30][CH2:31][C:32]([O:34][CH2:35][CH3:36])=[O:33])=[O:37])=[CH:21][CH:20]=2)[C:8]2[S:16][C:15]3[C:10](=[N:61][CH:12]=[CH:13][CH:14]=3)[C:9]=2[CH3:17])[CH2:6][CH2:5][CH2:4][CH2:3][CH2:2]1. The yield is 0.840. (5) The reactants are [C:1]([O:5][C:6](=[O:22])[NH:7][CH2:8][CH2:9][C:10]1[C:18]2[C:13](=[CH:14][C:15]([N+:19]([O-])=O)=[CH:16][CH:17]=2)[NH:12][CH:11]=1)([CH3:4])([CH3:3])[CH3:2]. The catalyst is CCO.[Ni]. The product is [C:1]([O:5][C:6](=[O:22])[NH:7][CH2:8][CH2:9][C:10]1[C:18]2[C:13](=[CH:14][C:15]([NH2:19])=[CH:16][CH:17]=2)[NH:12][CH:11]=1)([CH3:4])([CH3:2])[CH3:3]. The yield is 0.670. (6) The reactants are [O:1]1[C:5]2[CH:6]=[CH:7][C:8]([CH2:10][C:11]#[N:12])=[CH:9][C:4]=2[O:3]C1.B(Br)(Br)Br.O. The catalyst is C(Cl)Cl. The product is [OH:3][C:4]1[CH:9]=[C:8]([CH2:10][C:11]#[N:12])[CH:7]=[CH:6][C:5]=1[OH:1]. The yield is 0.540. (7) The reactants are [CH3:1][C:2]1[C:6]2[C:7](=[O:18])[N:8]([CH2:11][CH2:12][N:13]3[CH2:17][CH2:16][CH2:15][CH2:14]3)[CH2:9][CH2:10][C:5]=2[NH:4][C:3]=1[CH:19]=O.[F:21][C:22]1[CH:23]=[C:24]2[C:28](=[CH:29][C:30]=1[NH:31][C:32](=[O:36])[CH2:33][O:34][CH3:35])[NH:27][C:26](=[O:37])[CH2:25]2. No catalyst specified. The product is [F:21][C:22]1[CH:23]=[C:24]2[C:28](=[CH:29][C:30]=1[NH:31][C:32](=[O:36])[CH2:33][O:34][CH3:35])[NH:27][C:26](=[O:37])[C:25]2=[CH:19][C:3]1[NH:4][C:5]2[CH2:10][CH2:9][N:8]([CH2:11][CH2:12][N:13]3[CH2:14][CH2:15][CH2:16][CH2:17]3)[C:7](=[O:18])[C:6]=2[C:2]=1[CH3:1]. The yield is 0.817. (8) The reactants are Br[C:2]1[CH:7]=[CH:6][CH:5]=[C:4]([N+:8]([O-:10])=[O:9])[CH:3]=1.[CH3:11][C@H:12]1[CH2:16][CH2:15][CH2:14][NH:13]1.CC(C1C=C(C(C)C)C(C2C=CC=CC=2P(C2CCCCC2)C2CCCCC2)=C(C(C)C)C=1)C.C(=O)([O-])[O-].[Na+].[Na+]. The catalyst is C1C=CC(/C=C/C(/C=C/C2C=CC=CC=2)=O)=CC=1.C1C=CC(/C=C/C(/C=C/C2C=CC=CC=2)=O)=CC=1.C1C=CC(/C=C/C(/C=C/C2C=CC=CC=2)=O)=CC=1.[Pd].[Pd].O.O1CCOCC1. The product is [CH3:11][C@H:12]1[CH2:16][CH2:15][CH2:14][N:13]1[C:2]1[CH:7]=[CH:6][CH:5]=[C:4]([N+:8]([O-:10])=[O:9])[CH:3]=1. The yield is 0.910. (9) The catalyst is O.CN(C=O)C. The yield is 0.450. The reactants are Cl[C:2]1[CH:9]=[CH:8][C:5]([C:6]#[N:7])=[CH:4][N:3]=1.C(N(CC)C(C)C)(C)C.[CH2:19]([N:21]1[CH2:26][CH2:25][NH:24][CH2:23][CH2:22]1)[CH3:20].C([O-])([O-])=O.[Na+].[Na+]. The product is [CH2:19]([N:21]1[CH2:26][CH2:25][N:24]([C:2]2[CH:9]=[CH:8][C:5]([C:6]#[N:7])=[CH:4][N:3]=2)[CH2:23][CH2:22]1)[CH3:20].